Dataset: Forward reaction prediction with 1.9M reactions from USPTO patents (1976-2016). Task: Predict the product of the given reaction. (1) Given the reactants [Cl:1][C:2]1[CH:3]=[CH:4][C:5]([S:10]([CH:13]([CH3:15])[CH3:14])(=[O:12])=[O:11])=[C:6]([NH:8][NH2:9])[CH:7]=1.[NH2:16][C:17]1[C:25]([Cl:26])=[CH:24][C:23]([C:27]([F:30])([F:29])[F:28])=[CH:22][C:18]=1[C:19](O)=[O:20].BrC1C(C)=CC(C(NNC2C=C(Cl)C=CC=2SCC)=O)=C([N+]([O-])=O)C=1, predict the reaction product. The product is: [NH2:16][C:17]1[C:25]([Cl:26])=[CH:24][C:23]([C:27]([F:30])([F:28])[F:29])=[CH:22][C:18]=1[C:19]([NH:9][NH:8][C:6]1[CH:7]=[C:2]([Cl:1])[CH:3]=[CH:4][C:5]=1[S:10]([CH:13]([CH3:15])[CH3:14])(=[O:12])=[O:11])=[O:20]. (2) Given the reactants [Cl:1][C:2]1[CH:8]=[C:7]([Cl:9])[CH:6]=[CH:5][C:3]=1[NH2:4].[N:10]([O-])=O.[Na+].[Cl:14][C:15]1[CH:32]=[CH:31][C:18]([C:19]([NH:21][CH:22](C(OC)=O)[C:23]([O:25][CH3:26])=[O:24])=O)=[CH:17][CH:16]=1.C([O-])([O-])=O.[K+].[K+], predict the reaction product. The product is: [Cl:14][C:15]1[CH:32]=[CH:31][C:18]([C:19]2[N:4]([C:3]3[CH:5]=[CH:6][C:7]([Cl:9])=[CH:8][C:2]=3[Cl:1])[N:10]=[C:22]([C:23]([O:25][CH3:26])=[O:24])[N:21]=2)=[CH:17][CH:16]=1. (3) Given the reactants [Br:1][C:2]1[CH:13]=[CH:12][C:5]([CH2:6][O:7][CH2:8][C:9]([OH:11])=O)=[CH:4][CH:3]=1.CS(O)(=O)=O.[C:19]([C:23]1[CH:36]=[CH:35][C:26]([CH2:27][N:28]([C:30]([NH:32][CH2:33][CH3:34])=[O:31])[NH2:29])=[CH:25][CH:24]=1)([CH3:22])([CH3:21])[CH3:20].F[P-](F)(F)(F)(F)F.N1(OC(N(C)C)=[N+](C)C)C2N=CC=CC=2N=N1.CCN(C(C)C)C(C)C, predict the reaction product. The product is: [Br:1][C:2]1[CH:3]=[CH:4][C:5]([CH2:6][O:7][CH2:8][C:9]([NH:29][N:28]([CH2:27][C:26]2[CH:25]=[CH:24][C:23]([C:19]([CH3:20])([CH3:22])[CH3:21])=[CH:36][CH:35]=2)[C:30]([NH:32][CH2:33][CH3:34])=[O:31])=[O:11])=[CH:12][CH:13]=1. (4) Given the reactants [H-].[Na+].[Cl:3][C:4]1[CH:5]=[CH:6][C:7]([O:18][CH2:19][CH:20]([CH3:22])[CH3:21])=[C:8]([NH:10][C:11]2[S:12][CH:13]=[C:14]([C:16]#[N:17])[N:15]=2)[CH:9]=1.[CH3:23][OH:24], predict the reaction product. The product is: [ClH:3].[Cl:3][C:4]1[CH:5]=[CH:6][C:7]([O:18][CH2:19][CH:20]([CH3:22])[CH3:21])=[C:8]([NH:10][C:11]2[S:12][CH:13]=[C:14]([C:16](=[NH:17])[O:24][CH3:23])[N:15]=2)[CH:9]=1.